From a dataset of Reaction yield outcomes from USPTO patents with 853,638 reactions. Predict the reaction yield, written as a fraction of the theoretical maximum amount of product (1.0 means a 100% yield; for example, 0.34 means a 34% yield). (1) The reactants are [Cl:1][C:2]1[CH:3]=[C:4]([CH:6]=[CH:7][C:8]=1[Cl:9])[NH2:5].[CH:10](OCC)(OCC)OCC.[N+:20]([CH2:23]C(OCC)=O)([O-])=O.[C:29]([OH:32])(=[O:31])[CH3:30]. The catalyst is [Fe].CCOC(C)=O. The product is [Cl:1][C:2]1[CH:3]=[C:4]([N:5]2[CH:10]=[C:30]([C:29]([OH:32])=[O:31])[N:20]=[CH:23]2)[CH:6]=[CH:7][C:8]=1[Cl:9]. The yield is 0.670. (2) The reactants are [Br:1][C:2]1[C:11]2[CH2:10][CH2:9][CH2:8][CH2:7][C:6]=2[C:5]([OH:12])=[CH:4][CH:3]=1.Cl.[CH3:14][N:15]([CH3:19])[CH2:16][CH2:17]Cl.C(=O)([O-])[O-].[K+].[K+].[Cl-]. The catalyst is C(#N)C. The product is [Br:1][C:2]1[C:11]2[CH2:10][CH2:9][CH2:8][CH2:7][C:6]=2[C:5]([O:12][CH2:17][CH2:16][N:15]([CH3:19])[CH3:14])=[CH:4][CH:3]=1. The yield is 0.650. (3) The yield is 0.620. The product is [CH2:1]([C:10]1[CH:15]=[CH:14][C:13]([CH:16]2[O:17][CH2:18][CH2:19][O:20]2)=[CH:12][N:11]=1)[C:2]1[CH:7]=[CH:6][CH:5]=[CH:4][CH:3]=1. The reactants are [CH2:1](Br)[C:2]1[CH:7]=[CH:6][CH:5]=[CH:4][CH:3]=1.Br[C:10]1[CH:15]=[CH:14][C:13]([CH:16]2[O:20][CH2:19][CH2:18][O:17]2)=[CH:12][N:11]=1. The catalyst is [Zn].Cl[Ni](Cl)([P](C1C=CC=CC=1)(C1C=CC=CC=1)C1C=CC=CC=1)[P](C1C=CC=CC=1)(C1C=CC=CC=1)C1C=CC=CC=1.O1CCCC1.